Task: Predict the reactants needed to synthesize the given product.. Dataset: Full USPTO retrosynthesis dataset with 1.9M reactions from patents (1976-2016) (1) Given the product [C:39]([O:38][CH2:37][C@@H:35]1[CH2:34][O:33][C:32](=[O:31])[N:36]1[C:2]1[CH:7]=[CH:6][C:5]([C:8]([N:10]2[CH2:15][CH2:14][N:13]([C:16]3[CH:21]=[CH:20][C:19]([CH3:22])=[CH:18][C:17]=3[CH3:23])[CH2:12][CH2:11]2)=[O:9])=[C:4]([N:24]2[CH2:28][CH2:27][CH2:26][S:25]2(=[O:30])=[O:29])[CH:3]=1)(=[O:46])[C:40]1[CH:41]=[CH:42][CH:43]=[CH:44][CH:45]=1, predict the reactants needed to synthesize it. The reactants are: Br[C:2]1[CH:7]=[CH:6][C:5]([C:8]([N:10]2[CH2:15][CH2:14][N:13]([C:16]3[CH:21]=[CH:20][C:19]([CH3:22])=[CH:18][C:17]=3[CH3:23])[CH2:12][CH2:11]2)=[O:9])=[C:4]([N:24]2[CH2:28][CH2:27][CH2:26][S:25]2(=[O:30])=[O:29])[CH:3]=1.[O:31]=[C:32]1[NH:36][C@H:35]([CH2:37][O:38][C:39](=[O:46])[C:40]2[CH:45]=[CH:44][CH:43]=[CH:42][CH:41]=2)[CH2:34][O:33]1. (2) Given the product [CH3:13][O:1][C:2]1[CH:6]=[C:5]([C:7]([O:9][CH3:10])=[O:8])[O:4][N:3]=1, predict the reactants needed to synthesize it. The reactants are: [OH:1][C:2]1[CH:6]=[C:5]([C:7]([O:9][CH3:10])=[O:8])[O:4][N:3]=1.CI.[C:13](=O)([O-])[O-].[K+].[K+].Cl. (3) Given the product [CH2:1]([O:3][C:4](=[O:19])[CH:5]([O:15][CH:16]([CH3:18])[CH3:17])[CH2:6][C:7]1[CH:12]=[CH:11][C:10]([O:13][CH2:26][C:25]2[S:24][C:23]([C:28]3[CH:29]=[CH:30][C:31]([C:34]([F:37])([F:35])[F:36])=[CH:32][CH:33]=3)=[N:22][C:21]=2[CH3:20])=[C:9]([F:14])[CH:8]=1)[CH3:2], predict the reactants needed to synthesize it. The reactants are: [CH2:1]([O:3][C:4](=[O:19])[CH:5]([O:15][CH:16]([CH3:18])[CH3:17])[CH2:6][C:7]1[CH:12]=[CH:11][C:10]([OH:13])=[C:9]([F:14])[CH:8]=1)[CH3:2].[CH3:20][C:21]1[N:22]=[C:23]([C:28]2[CH:33]=[CH:32][C:31]([C:34]([F:37])([F:36])[F:35])=[CH:30][CH:29]=2)[S:24][C:25]=1[CH2:26]O.C1(P(C2C=CC=CC=2)C2C=CC=CC=2)C=CC=CC=1.N(C(OCC)=O)=NC(OCC)=O. (4) Given the product [CH3:1][O:2][C:3]([C:5]1[O:6][C:7]2[CH:13]=[CH:12][C:11]([NH2:14])=[CH:10][C:8]=2[CH:9]=1)=[O:4], predict the reactants needed to synthesize it. The reactants are: [CH3:1][O:2][C:3]([C:5]1[O:6][C:7]2[CH:13]=[CH:12][C:11]([N+:14]([O-])=O)=[CH:10][C:8]=2[CH:9]=1)=[O:4].[H][H]. (5) Given the product [CH:1]1([CH2:4][O:5][CH2:6][C:7]2[CH:8]=[CH:9][C:10]([NH:13][S:22]([C:18]3[CH:19]=[CH:20][CH:21]=[C:16]([C:15]([F:14])([F:26])[F:27])[CH:17]=3)(=[O:24])=[O:23])=[N:11][CH:12]=2)[CH2:3][CH2:2]1, predict the reactants needed to synthesize it. The reactants are: [CH:1]1([CH2:4][O:5][CH2:6][C:7]2[CH:8]=[CH:9][C:10]([NH2:13])=[N:11][CH:12]=2)[CH2:3][CH2:2]1.[F:14][C:15]([F:27])([F:26])[C:16]1[CH:17]=[C:18]([S:22](Cl)(=[O:24])=[O:23])[CH:19]=[CH:20][CH:21]=1. (6) Given the product [Cl:1][C:2]1[CH:3]=[CH:4][C:5]2[N:28]3[C:29]([C:32]([OH:36])=[O:33])=[CH:30][CH:31]=[C:27]3[C:8]3([CH2:13][CH2:12][N:11]([C:14](=[O:26])[C:15]4[CH:20]=[CH:19][C:18]([O:21][CH:22]([CH3:24])[CH3:23])=[C:17]([CH3:25])[CH:16]=4)[CH2:10][CH2:9]3)[O:7][C:6]=2[CH:34]=1, predict the reactants needed to synthesize it. The reactants are: [Cl:1][C:2]1[CH:3]=[CH:4][C:5]2[N:28]3[C:29]([CH:32]=[O:33])=[CH:30][CH:31]=[C:27]3[C:8]3([CH2:13][CH2:12][N:11]([C:14](=[O:26])[C:15]4[CH:20]=[CH:19][C:18]([O:21][CH:22]([CH3:24])[CH3:23])=[C:17]([CH3:25])[CH:16]=4)[CH2:10][CH2:9]3)[O:7][C:6]=2[CH:34]=1.[Mn]([O-])(=O)(=O)=[O:36].[K+]. (7) Given the product [CH:1]([C:4]1[CH:5]=[CH:6][C:7]([NH:10][C:11]([C:13]2[CH:18]=[CH:17][CH:16]=[C:15]([N:19]3[CH2:30][CH2:29][C:22]4[N:23]=[C:24]([S:27]([CH3:28])=[O:31])[N:25]=[CH:26][C:21]=4[CH2:20]3)[N:14]=2)=[O:12])=[CH:8][CH:9]=1)([CH3:3])[CH3:2], predict the reactants needed to synthesize it. The reactants are: [CH:1]([C:4]1[CH:9]=[CH:8][C:7]([NH:10][C:11]([C:13]2[CH:18]=[CH:17][CH:16]=[C:15]([N:19]3[CH2:30][CH2:29][C:22]4[N:23]=[C:24]([S:27][CH3:28])[N:25]=[CH:26][C:21]=4[CH2:20]3)[N:14]=2)=[O:12])=[CH:6][CH:5]=1)([CH3:3])[CH3:2].[OH:31]OS([O-])=O.[K+]. (8) Given the product [CH3:8][S:9]([O:52][CH2:51][CH2:50][CH2:49][CH2:48][C:45]1[C:44]([O:53][CH3:54])=[N:43][C:42](/[C:23](/[C:20]2[CH:21]=[CH:22][C:17]([C:13]([CH3:16])([CH3:14])[CH3:15])=[CH:18][CH:19]=2)=[CH:24]/[C@H:25]2[CH2:26][CH2:27][C:28](=[O:41])[N:29]2[CH2:30][C:31]2[CH:36]=[CH:35][C:34]([O:37][CH3:38])=[CH:33][C:32]=2[O:39][CH3:40])=[CH:47][CH:46]=1)(=[O:11])=[O:10], predict the reactants needed to synthesize it. The reactants are: C(N(CC)CC)C.[CH3:8][S:9](Cl)(=[O:11])=[O:10].[C:13]([C:17]1[CH:22]=[CH:21][C:20](/[C:23](/[C:42]2[CH:47]=[CH:46][C:45]([CH2:48][CH2:49][CH2:50][CH2:51][OH:52])=[C:44]([O:53][CH3:54])[N:43]=2)=[CH:24]\[C@@H:25]2[N:29]([CH2:30][C:31]3[CH:36]=[CH:35][C:34]([O:37][CH3:38])=[CH:33][C:32]=3[O:39][CH3:40])[C:28](=[O:41])[CH2:27][CH2:26]2)=[CH:19][CH:18]=1)([CH3:16])([CH3:15])[CH3:14].O.